From a dataset of Full USPTO retrosynthesis dataset with 1.9M reactions from patents (1976-2016). Predict the reactants needed to synthesize the given product. The reactants are: FC(F)(F)S(O[C:7]1[CH:12]=[C:11]([CH2:13][CH2:14][CH2:15][CH2:16][N:17]2[C:25](=[O:26])[C:24]3[C:19](=[CH:20][CH:21]=[CH:22][CH:23]=3)[C:18]2=[O:27])[CH:10]=[C:9]([CH2:28][CH2:29][CH2:30][CH2:31][N:32]2[C:40](=[O:41])[C:39]3[C:34](=[CH:35][CH:36]=[CH:37][CH:38]=3)[C:33]2=[O:42])[CH:8]=1)(=O)=O.C(N(CC)C(C)C)(C)C.[C:54]([Si:56]([CH3:59])([CH3:58])[CH3:57])#[CH:55].O. Given the product [CH3:57][Si:56]([C:54]#[C:55][C:7]1[CH:8]=[C:9]([CH2:28][CH2:29][CH2:30][CH2:31][N:32]2[C:33](=[O:42])[C:34]3[C:39](=[CH:38][CH:37]=[CH:36][CH:35]=3)[C:40]2=[O:41])[CH:10]=[C:11]([CH2:13][CH2:14][CH2:15][CH2:16][N:17]2[C:18](=[O:27])[C:19]3[C:24](=[CH:23][CH:22]=[CH:21][CH:20]=3)[C:25]2=[O:26])[CH:12]=1)([CH3:59])[CH3:58], predict the reactants needed to synthesize it.